This data is from Forward reaction prediction with 1.9M reactions from USPTO patents (1976-2016). The task is: Predict the product of the given reaction. (1) The product is: [CH:1]1([C:7]2([CH3:15])[N:11]([CH3:12])[C:10](=[O:13])[N:9]([CH2:18][C:19](=[O:20])[C:21]3[CH:26]=[CH:25][CH:24]=[CH:23][N:22]=3)[C:8]2=[O:14])[CH2:2][CH2:3][CH2:4][CH2:5][CH2:6]1. Given the reactants [CH:1]1([C:7]2([CH3:15])[N:11]([CH3:12])[C:10](=[O:13])[NH:9][C:8]2=[O:14])[CH2:6][CH2:5][CH2:4][CH2:3][CH2:2]1.Br.Br[CH2:18][C:19]([C:21]1[CH:26]=[CH:25][CH:24]=[CH:23][N:22]=1)=[O:20], predict the reaction product. (2) The product is: [C:1]([N:4]1[C:13]2[C:8](=[CH:9][C:10]([NH:14][C:32](=[O:33])[CH2:31][CH2:30][C:24]3[CH:29]=[CH:28][CH:27]=[CH:26][CH:25]=3)=[CH:11][CH:12]=2)[C:7]([C:16]2[CH:21]=[CH:20][CH:19]=[CH:18][CH:17]=2)([CH3:15])[CH2:6][C:5]1([CH3:23])[CH3:22])(=[O:3])[CH3:2]. Given the reactants [C:1]([N:4]1[C:13]2[C:8](=[CH:9][C:10]([NH2:14])=[CH:11][CH:12]=2)[C:7]([C:16]2[CH:21]=[CH:20][CH:19]=[CH:18][CH:17]=2)([CH3:15])[CH2:6][C:5]1([CH3:23])[CH3:22])(=[O:3])[CH3:2].[C:24]1([CH2:30][CH2:31][C:32](Cl)=[O:33])[CH:29]=[CH:28][CH:27]=[CH:26][CH:25]=1.C(N(CC)C(C)C)(C)C, predict the reaction product. (3) Given the reactants C(OC([NH:8][C@@H:9]1[CH2:14][CH2:13][CH2:12][CH2:11][C@@H:10]1[NH:15][C:16]1[C:25]2[C:20](=[CH:21][CH:22]=[C:23]([O:26][CH3:27])[CH:24]=2)[N:19]=[C:18]([NH:28][C:29](=[O:37])[C:30]2[CH:35]=[CH:34][C:33]([Cl:36])=[CH:32][CH:31]=2)[N:17]=1)=O)(C)(C)C.FC(F)(F)C(O)=O.C(=O)([O-])O.[Na+], predict the reaction product. The product is: [Cl:36][C:33]1[CH:32]=[CH:31][C:30]([C:29]([NH:28][C:18]2[N:17]=[C:16]([NH:15][C@H:10]3[CH2:11][CH2:12][CH2:13][CH2:14][C@H:9]3[NH2:8])[C:25]3[C:20](=[CH:21][CH:22]=[C:23]([O:26][CH3:27])[CH:24]=3)[N:19]=2)=[O:37])=[CH:35][CH:34]=1. (4) Given the reactants [Cl:1][C:2]1[CH:3]=[C:4]([CH:26]=[CH:27][C:28]=1[F:29])[C:5]([NH:7][C@H:8]1[CH2:13][CH2:12][C@@H:11]([NH:14][C:15]2[CH:20]=[C:19]([N+:21]([O-])=O)[C:18]([CH3:24])=[CH:17][N+:16]=2[O-])[CH2:10][CH2:9]1)=[O:6], predict the reaction product. The product is: [NH2:21][C:19]1[C:18]([CH3:24])=[CH:17][N:16]=[C:15]([NH:14][C@@H:11]2[CH2:12][CH2:13][C@H:8]([NH:7][C:5](=[O:6])[C:4]3[CH:26]=[CH:27][C:28]([F:29])=[C:2]([Cl:1])[CH:3]=3)[CH2:9][CH2:10]2)[CH:20]=1. (5) Given the reactants C([O:3][C:4]([C@H:6]1[CH2:8][C@@H:7]1[C:9]1[CH:14]=[CH:13][CH:12]=[CH:11][CH:10]=1)=[O:5])C, predict the reaction product. The product is: [C:9]1([C@H:7]2[CH2:8][C@@H:6]2[C:4]([OH:5])=[O:3])[CH:14]=[CH:13][CH:12]=[CH:11][CH:10]=1.